This data is from Reaction yield outcomes from USPTO patents with 853,638 reactions. The task is: Predict the reaction yield, written as a fraction of the theoretical maximum amount of product (1.0 means a 100% yield; for example, 0.34 means a 34% yield). (1) The reactants are Cl[C:2]1[N:7]=[C:6]([CH3:8])[C:5]([F:9])=[CH:4][N:3]=1.[CH3:10][C:11]1[CH:12]=[C:13]([CH:15]=[C:16]([C:18]2[S:22][CH:21]=[N:20][CH:19]=2)[CH:17]=1)[NH2:14].CC1(C)C2C(=C(P(C3C=CC=CC=3)C3C=CC=CC=3)C=CC=2)OC2C(P(C3C=CC=CC=3)C3C=CC=CC=3)=CC=CC1=2.C(=O)([O-])[O-].[Cs+].[Cs+]. No catalyst specified. The product is [F:9][C:5]1[C:6]([CH3:8])=[N:7][C:2]([NH:14][C:13]2[CH:15]=[C:16]([C:18]3[S:22][CH:21]=[N:20][CH:19]=3)[CH:17]=[C:11]([CH3:10])[CH:12]=2)=[N:3][CH:4]=1. The yield is 0.570. (2) The reactants are [C:1]([C:3]1[CH:8]=[C:7]([O:9][CH3:10])[C:6]([O:11][CH2:12][C:13]2[CH:18]=[CH:17][C:16]([S:19]([CH3:27])(=[N:21][C:22]([O:24][CH2:25][CH3:26])=[O:23])=[O:20])=[CH:15][CH:14]=2)=[CH:5][C:4]=1[N:28]=[CH:29]N(C)C)#[N:2].[NH2:33][C:34]1[CH:35]=[N:36][CH:37]=[CH:38][CH:39]=1.ClCCl.CO. The catalyst is CO. The product is [CH2:25]([O:24][C:22]([N:21]=[S:19]([CH3:27])([C:16]1[CH:17]=[CH:18][C:13]([CH2:12][O:11][C:6]2[CH:5]=[C:4]3[C:3]([C:1]([NH:33][C:34]4[CH:35]=[N:36][CH:37]=[CH:38][CH:39]=4)=[N:2][CH:29]=[N:28]3)=[CH:8][C:7]=2[O:9][CH3:10])=[CH:14][CH:15]=1)=[O:20])=[O:23])[CH3:26]. The yield is 0.420. (3) The reactants are [C:1]([O:5][C:6]([N:8]1[C@@H:12](/[CH:13]=[CH:14]/[C:15]2[CH:20]=[CH:19][C:18]([N+:21]([O-])=O)=[CH:17][CH:16]=2)[CH2:11][O:10][C:9]1([CH3:25])[CH3:24])=[O:7])([CH3:4])([CH3:3])[CH3:2].C([O-])=O.[NH4+]. The catalyst is CO.[Pd]. The product is [C:1]([O:5][C:6]([N:8]1[C@@H:12]([CH2:13][CH2:14][C:15]2[CH:16]=[CH:17][C:18]([NH2:21])=[CH:19][CH:20]=2)[CH2:11][O:10][C:9]1([CH3:25])[CH3:24])=[O:7])([CH3:4])([CH3:2])[CH3:3]. The yield is 0.820. (4) The reactants are Cl[C:2]1[C:3]2[CH:24]=[CH:23][C:22](=[O:25])[N:21]([C:26]3[C:31]([F:32])=[CH:30][CH:29]=[CH:28][C:27]=3[F:33])[C:4]=2[N:5]=[C:6]([N:8]2[CH2:13][CH2:12][CH:11]([N:14]3[CH2:19][CH2:18][CH:17]([CH3:20])[CH2:16][CH2:15]3)[CH2:10][CH2:9]2)[N:7]=1.[CH3:34][C:35]1[CH:43]=[CH:42][C:38]([C:39]([OH:41])=[O:40])=[CH:37][C:36]=1B1OC(C)(C)C(C)(C)O1.C(=O)([O-])[O-].[K+].[K+]. The catalyst is O1CCOCC1.O.C1C=CC([P]([Pd]([P](C2C=CC=CC=2)(C2C=CC=CC=2)C2C=CC=CC=2)([P](C2C=CC=CC=2)(C2C=CC=CC=2)C2C=CC=CC=2)[P](C2C=CC=CC=2)(C2C=CC=CC=2)C2C=CC=CC=2)(C2C=CC=CC=2)C2C=CC=CC=2)=CC=1. The product is [F:32][C:31]1[CH:30]=[CH:29][CH:28]=[C:27]([F:33])[C:26]=1[N:21]1[C:4]2[N:5]=[C:6]([N:8]3[CH2:13][CH2:12][CH:11]([N:14]4[CH2:19][CH2:18][CH:17]([CH3:20])[CH2:16][CH2:15]4)[CH2:10][CH2:9]3)[N:7]=[C:2]([C:36]3[CH:37]=[C:38]([CH:42]=[CH:43][C:35]=3[CH3:34])[C:39]([OH:41])=[O:40])[C:3]=2[CH:24]=[CH:23][C:22]1=[O:25]. The yield is 0.680. (5) The reactants are [CH:1]1([C:4]2[C:13]3[C:8](=[CH:9][CH:10]=[CH:11][CH:12]=3)[C:7]([N+:14]([O-])=O)=[CH:6][CH:5]=2)[CH2:3][CH2:2]1. The catalyst is C(O)C.[Pd]. The product is [NH2:14][C:7]1[C:8]2[C:13](=[CH:12][CH:11]=[CH:10][CH:9]=2)[C:4]([CH:1]2[CH2:3][CH2:2]2)=[CH:5][CH:6]=1. The yield is 0.730. (6) The reactants are FC(F)(F)C(O)=O.[C:8]1([CH3:30])[CH:13]=[C:12]([CH3:14])[CH:11]=[C:10]([CH3:15])[C:9]=1[NH:16][CH:17]1[CH2:22][CH2:21][N:20](C(OC(C)(C)C)=O)[CH2:19][CH2:18]1. The catalyst is C(Cl)Cl. The product is [C:10]1([CH3:15])[CH:11]=[C:12]([CH3:14])[CH:13]=[C:8]([CH3:30])[C:9]=1[NH:16][CH:17]1[CH2:22][CH2:21][NH:20][CH2:19][CH2:18]1. The yield is 0.650. (7) The reactants are [C:1]([C:3]1[CH:4]=[C:5]([NH:9][C:10]([NH2:12])=[NH:11])[CH:6]=[CH:7][CH:8]=1)#[N:2].[N+]([O-])(O)=O.[NH2:17][C:18]1[CH:19]=[C:20]([CH:23]=[CH:24][CH:25]=1)[C:21]#[N:22].[N:26]#CN.[CH3:29][CH2:30]O. The catalyst is O.CCOCC. The product is [N:22]1[N:26]2[N:17]=[CH:18][CH:25]=[CH:24][C:23]2=[C:20]([C:19]2[CH:30]=[CH:29][N:12]=[C:10]([NH:9][C:5]3[CH:4]=[C:3]([CH:8]=[CH:7][CH:6]=3)[C:1]#[N:2])[N:11]=2)[CH:21]=1. The yield is 0.460.